This data is from Forward reaction prediction with 1.9M reactions from USPTO patents (1976-2016). The task is: Predict the product of the given reaction. (1) Given the reactants C([N:5]([CH2:10]CCC)CCCC)CCC.[Br:14][C:15]1[CH:20]=[CH:19][C:18]([CH:21]=[CH:22]C(N=[N+]=[N-])=O)=[CH:17][CH:16]=1.C1([O:34]C2C=CC=CC=2)C=CC=CC=1, predict the reaction product. The product is: [Br:14][C:15]1[CH:16]=[C:17]2[C:18]([CH:21]=[CH:22][NH:5][C:10]2=[O:34])=[CH:19][CH:20]=1. (2) The product is: [CH2:1]([N:3]1[C:7]2=[N:8][C:9]([CH2:59][CH3:60])=[C:10]([CH2:19][NH:20][C:21]([C:23]3[CH:28]=[CH:27][C:26]([C:29]([NH:31][CH2:32][C:33]4[CH:34]=[C:35]([C:39]5[CH:44]=[CH:43][CH:42]=[C:41]([CH2:45][N:46]6[CH2:47][CH2:48][NH:49][CH2:50][CH2:51]6)[CH:40]=5)[CH:36]=[CH:37][CH:38]=4)=[O:30])=[CH:25][CH:24]=3)=[O:22])[C:11]([NH:12][CH:13]3[CH2:14][CH2:15][O:16][CH2:17][CH2:18]3)=[C:6]2[CH:5]=[N:4]1)[CH3:2]. Given the reactants [CH2:1]([N:3]1[C:7]2=[N:8][C:9]([CH2:59][CH3:60])=[C:10]([CH2:19][NH:20][C:21]([C:23]3[CH:28]=[CH:27][C:26]([C:29]([NH:31][CH2:32][C:33]4[CH:34]=[C:35]([C:39]5[CH:44]=[CH:43][CH:42]=[C:41]([CH2:45][N:46]6[CH2:51][CH2:50][N:49](C(OC(C)(C)C)=O)[CH2:48][CH2:47]6)[CH:40]=5)[CH:36]=[CH:37][CH:38]=4)=[O:30])=[CH:25][CH:24]=3)=[O:22])[C:11]([NH:12][CH:13]3[CH2:18][CH2:17][O:16][CH2:15][CH2:14]3)=[C:6]2[CH:5]=[N:4]1)[CH3:2].C(O)(C(F)(F)F)=O, predict the reaction product. (3) Given the reactants Cl[CH2:2][CH2:3][CH2:4][CH2:5][CH2:6][CH2:7][O:8][C:9]1[CH:10]=[C:11]([C:15](=[O:17])[CH3:16])[CH:12]=[CH:13][CH:14]=1.[NH:18]1[CH2:23][CH2:22][CH:21]([C:24]2[CH:25]=[C:26]([NH:30][C:31]([CH:33]3[CH2:35][CH2:34]3)=[O:32])[CH:27]=[CH:28][CH:29]=2)[CH2:20][CH2:19]1, predict the reaction product. The product is: [C:15]([C:11]1[CH:10]=[C:9]([CH:14]=[CH:13][CH:12]=1)[O:8][CH2:7][CH2:6][CH2:5][CH2:4][CH2:3][CH2:2][N:18]1[CH2:23][CH2:22][CH:21]([C:24]2[CH:25]=[C:26]([NH:30][C:31]([CH:33]3[CH2:34][CH2:35]3)=[O:32])[CH:27]=[CH:28][CH:29]=2)[CH2:20][CH2:19]1)(=[O:17])[CH3:16]. (4) Given the reactants [CH2:1]([C:3]([C:21]1[S:25]C2C=C(OS(C(F)(F)F)(=O)=O)C=CC=2[CH:22]=1)([C:6]1[CH:11]=[CH:10][C:9]([O:12][CH2:13][C:14]([CH2:18][CH3:19])([OH:17])[CH2:15][CH3:16])=[C:8]([CH3:20])[CH:7]=1)[CH2:4][CH3:5])[CH3:2].CS(C)=[O:40].[CH3:42][OH:43].[CH:44]1C=[CH:48][C:47](P([C:46]2[CH:47]=[CH:48]C=[CH:44][CH:45]=2)CCCCP([C:46]2[CH:47]=[CH:48]C=[CH:44][CH:45]=2)[C:46]2[CH:47]=[CH:48]C=[CH:44][CH:45]=2)=[CH:46][CH:45]=1.CCN([CH2:79][CH3:80])CC, predict the reaction product. The product is: [CH3:42][O:43][C:44]([C:45]1[CH:46]=[CH:47][C:48]2[CH:22]=[C:21]([C:3]([CH2:1][CH3:2])([C:6]3[CH:11]=[CH:10][C:9]([O:12][CH2:13][C:14]([CH2:18][CH3:19])([OH:17])[CH2:15][CH3:16])=[C:8]([CH3:20])[CH:7]=3)[CH2:4][CH3:5])[S:25][C:80]=2[CH:79]=1)=[O:40]. (5) Given the reactants Br[CH2:2][C:3]1[CH:8]=[CH:7][C:6]([C:9]2[C:16]([C:17]3[CH:22]=[CH:21][CH:20]=[CH:19][CH:18]=3)=[CH:15][C:12]([C:13]#[N:14])=[C:11]([Cl:23])[N:10]=2)=[CH:5][CH:4]=1.CO.[S:26]1[CH:30]=[C:29]([C:31]2[CH:36]=[CH:35][C:34]([CH2:37][NH2:38])=[CH:33][CH:32]=2)[N:28]=[N:27]1.CCN(C(C)C)C(C)C, predict the reaction product. The product is: [Cl:23][C:11]1[N:10]=[C:9]([C:6]2[CH:7]=[CH:8][C:3]([CH2:2][NH:38][CH2:37][C:34]3[CH:33]=[CH:32][C:31]([C:29]4[N:28]=[N:27][S:26][CH:30]=4)=[CH:36][CH:35]=3)=[CH:4][CH:5]=2)[C:16]([C:17]2[CH:22]=[CH:21][CH:20]=[CH:19][CH:18]=2)=[CH:15][C:12]=1[C:13]#[N:14].